This data is from Reaction yield outcomes from USPTO patents with 853,638 reactions. The task is: Predict the reaction yield, written as a fraction of the theoretical maximum amount of product (1.0 means a 100% yield; for example, 0.34 means a 34% yield). The catalyst is C1COCC1. The product is [CH3:6][C:2]([C:7]1[CH:12]=[CH:11][CH:10]=[CH:9][CH:8]=1)([CH3:1])[CH2:3][OH:4]. The reactants are [CH3:1][C:2]([C:7]1[CH:12]=[CH:11][CH:10]=[CH:9][CH:8]=1)([CH3:6])[C:3](O)=[O:4].CSC.B.CO.O. The yield is 0.770.